From a dataset of Catalyst prediction with 721,799 reactions and 888 catalyst types from USPTO. Predict which catalyst facilitates the given reaction. (1) Reactant: Br[C:2]1[C:6](Br)=[CH:5][S:4][CH:3]=1.[C:8]([Cu])#[N:9].[CH3:11][N:12](C=O)C. Product: [C:11]([C:2]1[C:6]([C:8]#[N:9])=[CH:5][S:4][CH:3]=1)#[N:12]. The catalyst class is: 33. (2) Reactant: [C:1]([O:4][C@H:5]1[C@H:9]([O:10][C:11](=[O:13])[CH3:12])[C@@H:8]([CH2:14][OH:15])[O:7][C@H:6]1[N:16]1[CH:24]=[N:23][C:22]2[C:17]1=[N:18][CH:19]=[N:20][C:21]=2[NH:25][C@@H:26]1[C:34]2[C:29](=[CH:30][CH:31]=[CH:32][CH:33]=2)[CH2:28][CH2:27]1)(=[O:3])[CH3:2].C(N(CC)CC)C.Cl[S:43]([NH2:46])(=[O:45])=[O:44]. Product: [C:11]([O:10][C@H:9]1[C@H:5]([O:4][C:1](=[O:3])[CH3:2])[C@H:6]([N:16]2[CH:24]=[N:23][C:22]3[C:17]2=[N:18][CH:19]=[N:20][C:21]=3[NH:25][C@@H:26]2[C:34]3[C:29](=[CH:30][CH:31]=[CH:32][CH:33]=3)[CH2:28][CH2:27]2)[O:7][C@@H:8]1[CH2:14][O:15][S:43]([NH2:46])(=[O:45])=[O:44])(=[O:13])[CH3:12]. The catalyst class is: 643. (3) Reactant: [Cl:1][C:2]1[C:11]2[C:6](=[CH:7][C:8]3[CH:15]=[C:14]([O:16][CH2:17][CH2:18][N:19]4[CH2:24][CH2:23][O:22][CH2:21][CH2:20]4)[C:13]([O:25][CH3:26])=[CH:12][C:9]=3[CH:10]=2)[N:5]=[CH:4][N:3]=1.[Br:27][C:28]1[CH:34]=[CH:33][C:31]([NH2:32])=[C:30]([F:35])[CH:29]=1.[ClH:36].N1C=CC=CC=1. Product: [ClH:1].[ClH:36].[Br:27][C:28]1[CH:34]=[CH:33][C:31]([NH:32][C:2]2[C:11]3[C:6](=[CH:7][C:8]4[CH:15]=[C:14]([O:16][CH2:17][CH2:18][N:19]5[CH2:24][CH2:23][O:22][CH2:21][CH2:20]5)[C:13]([O:25][CH3:26])=[CH:12][C:9]=4[CH:10]=3)[N:5]=[CH:4][N:3]=2)=[C:30]([F:35])[CH:29]=1. The catalyst class is: 8. (4) Reactant: [CH2:1]([C:5]1[O:6][CH:7]=[CH:8][CH:9]=1)[CH2:2][CH2:3][CH3:4].[Li]CCCC.[CH2:15]1[O:17][CH2:16]1. Product: [CH2:1]([C:5]1[O:6][C:7]([CH2:15][CH2:16][OH:17])=[CH:8][CH:9]=1)[CH2:2][CH2:3][CH3:4]. The catalyst class is: 1. (5) Reactant: [F:1][C:2]([F:20])([F:19])[C:3]1[CH:8]=[CH:7][C:6]([C:9]([F:12])([F:11])[F:10])=[CH:5][C:4]=1[C:13]1[CH:18]=[CH:17][N:16]=[CH:15][CH:14]=1.ClC1C=CC=C(C(OO)=[O:29])C=1.S([O-])([O-])=O.[Na+].[Na+]. Product: [F:20][C:2]([F:19])([F:1])[C:3]1[CH:8]=[CH:7][C:6]([C:9]([F:12])([F:10])[F:11])=[CH:5][C:4]=1[C:13]1[CH:14]=[CH:15][N+:16]([O-:29])=[CH:17][CH:18]=1. The catalyst class is: 22. (6) Reactant: C(O[C:4]([C:6]1[C:11]([N+:12]([O-])=O)=[C:10]([NH:15][C:16]2[CH:21]=[CH:20][CH:19]=[CH:18][C:17]=2[O:22][CH3:23])[N:9]=[C:8]([NH:24][C@H:25]2[CH2:29][CH2:28][N:27](C(OC(C)(C)C)=O)[CH2:26]2)[N:7]=1)=[O:5])C.[NH2:37]C1C(C(OCC)=O)=NC(N[C@H]2CCN(C(OC(C)(C)C)=O)C2)=NC=1NC1C=CC=CC=1OC.[CH2:71]([OH:73])C. Product: [CH3:23][O:22][C:17]1[CH:18]=[CH:19][CH:20]=[CH:21][C:16]=1[N:15]1[C:71](=[O:73])[NH:12][C:11]2[C:10]1=[N:9][C:8]([NH:24][C@H:25]1[CH2:29][CH2:28][NH:27][CH2:26]1)=[N:7][C:6]=2[C:4]([NH2:37])=[O:5]. The catalyst class is: 45.